Dataset: Catalyst prediction with 721,799 reactions and 888 catalyst types from USPTO. Task: Predict which catalyst facilitates the given reaction. (1) Reactant: [CH2:1]([N:5]1[C:9](=[O:10])[C:8](Cl)=[C:7]([C:12]2[CH:17]=[CH:16][CH:15]=[CH:14][CH:13]=2)[S:6]1(=[O:19])=[O:18])[CH2:2][CH2:3][CH3:4].[CH3:20][C:21]1[N:25]([C:26]2[CH:31]=[CH:30][CH:29]=[CH:28][CH:27]=2)[N:24]=[C:23]([NH2:32])[CH:22]=1. Product: [CH2:1]([N:5]1[C:9](=[O:10])[C:8]([NH:32][C:23]2[CH:22]=[C:21]([CH3:20])[N:25]([C:26]3[CH:27]=[CH:28][CH:29]=[CH:30][CH:31]=3)[N:24]=2)=[C:7]([C:12]2[CH:17]=[CH:16][CH:15]=[CH:14][CH:13]=2)[S:6]1(=[O:19])=[O:18])[CH2:2][CH2:3][CH3:4]. The catalyst class is: 3. (2) Reactant: Br[C:2]1[CH:7]=[CH:6][C:5]([Br:8])=[CH:4][C:3]=1[N+:9]([O-])=O.[CH2:12]([NH2:14])[CH3:13].[CH3:15]O. Product: [Br:8][C:5]1[CH:6]=[CH:7][C:2]2[N:14]([CH2:12][CH3:13])[CH:15]=[N:9][C:3]=2[CH:4]=1. The catalyst class is: 13. (3) Reactant: [C:1]1([CH3:14])[CH:6]=[C:5]([CH3:7])[CH:4]=[C:3]([CH3:8])[C:2]=1[O:9][CH2:10][C:11]([OH:13])=O.C([N:18](C(C)C)CC)(C)C.N[N:25]([CH:33]=[NH:34])[C:26](=[O:32])[O:27][C:28]([CH3:31])([CH3:30])[CH3:29].O.ON1C2C=CC=CC=2N=N1.F[P-](F)(F)(F)(F)F.N1(OC(N(C)C)=[N+](C)C)C2C=CC=CC=2N=N1. Product: [NH:18]=[C:33]([NH:25][C:26](=[O:32])[O:27][C:28]([CH3:31])([CH3:30])[CH3:29])[NH:34][C:11](=[O:13])[CH2:10][O:9][C:2]1[C:1]([CH3:14])=[CH:6][C:5]([CH3:7])=[CH:4][C:3]=1[CH3:8]. The catalyst class is: 9. (4) Reactant: C(O)(=O)C.C([BH3-])#N.[Na+].O1CCCC1.[NH2:14][C:15]1[C:24]2[N:25]=[C:26]([CH2:36][CH2:37][CH3:38])[N:27]([CH2:28][CH2:29][CH2:30][O:31][N:32]=[C:33]([CH3:35])[CH3:34])[C:23]=2[C:22]2[CH:21]=[CH:20][CH:19]=[CH:18][C:17]=2[N:16]=1. Product: [CH:33]([NH:32][O:31][CH2:30][CH2:29][CH2:28][N:27]1[C:23]2[C:22]3[CH:21]=[CH:20][CH:19]=[CH:18][C:17]=3[N:16]=[C:15]([NH2:14])[C:24]=2[N:25]=[C:26]1[CH2:36][CH2:37][CH3:38])([CH3:34])[CH3:35]. The catalyst class is: 5. (5) Reactant: [C:1]([O:5][C:6]([N:8]1[CH2:14][CH2:13][C:12](=O)[CH:11](Br)[CH2:10][CH2:9]1)=[O:7])([CH3:4])([CH3:3])[CH3:2].[C:17]([NH2:20])(=[S:19])[CH3:18].C(N(CC)CC)C. Product: [C:1]([O:5][C:6]([N:8]1[CH2:14][CH2:13][C:12]2[S:19][C:17]([CH3:18])=[N:20][C:11]=2[CH2:10][CH2:9]1)=[O:7])([CH3:4])([CH3:3])[CH3:2]. The catalyst class is: 8.